The task is: Predict the reactants needed to synthesize the given product.. This data is from Full USPTO retrosynthesis dataset with 1.9M reactions from patents (1976-2016). (1) Given the product [CH3:21][S:18]([C:15]1[CH:16]=[CH:17][C:12](/[C:5](=[CH:6]\[CH2:7][CH2:8][CH:9]([CH3:11])[CH3:10])/[CH2:4][OH:3])=[CH:13][CH:14]=1)(=[O:19])=[O:20], predict the reactants needed to synthesize it. The reactants are: C([O:3][C:4](=O)/[C:5](/[C:12]1[CH:17]=[CH:16][C:15]([S:18]([CH3:21])(=[O:20])=[O:19])=[CH:14][CH:13]=1)=[CH:6]/[CH2:7][CH2:8][CH:9]([CH3:11])[CH3:10])C.CC(C[AlH]CC(C)C)C.C1(C)C=CC=CC=1. (2) Given the product [F:8][C:9]1[CH:14]=[CH:13][C:12]([C:15]2[O:42][C:18]3=[N:19][C:20]([CH2:36][CH2:37][C:38]([F:39])([F:40])[F:41])=[C:21]([C:23]4[CH:24]=[C:25]([CH:33]=[CH:34][CH:35]=4)[C:26]([OH:28])=[O:27])[CH:22]=[C:17]3[C:16]=2[C:43](=[O:46])[NH:44][CH3:45])=[CH:11][CH:10]=1, predict the reactants needed to synthesize it. The reactants are: C(O)(C(F)(F)F)=O.[F:8][C:9]1[CH:14]=[CH:13][C:12]([C:15]2[O:42][C:18]3=[N:19][C:20]([CH2:36][CH2:37][C:38]([F:41])([F:40])[F:39])=[C:21]([C:23]4[CH:24]=[C:25]([CH:33]=[CH:34][CH:35]=4)[C:26]([O:28]C(C)(C)C)=[O:27])[CH:22]=[C:17]3[C:16]=2[C:43](=[O:46])[NH:44][CH3:45])=[CH:11][CH:10]=1. (3) Given the product [C:1]([C:4]1[C:18]([N+:21]([O-:23])=[O:22])=[CH:17][C:7]([O:8][CH2:9][C:10]([OH:12])=[O:11])=[C:6]([O:19][CH3:20])[CH:5]=1)(=[O:3])[CH3:2], predict the reactants needed to synthesize it. The reactants are: [C:1]([C:4]1[CH:18]=[CH:17][C:7]([O:8][CH2:9][C:10]([O:12]C(C)(C)C)=[O:11])=[C:6]([O:19][CH3:20])[CH:5]=1)(=[O:3])[CH3:2].[N+:21]([O-])([OH:23])=[O:22]. (4) Given the product [Cl:22][C:17]1[C:18]([O:20][CH3:21])=[CH:19][C:13]2[S:12][C:27]3[C:28](=[O:30])[NH:29][C:24]([CH3:32])([CH3:23])[CH2:25][C:26]=3[NH:15][C:14]=2[CH:16]=1, predict the reactants needed to synthesize it. The reactants are: [NH2:15][C:14]1[CH:16]=[C:17]([Cl:22])[C:18]([O:20][CH3:21])=[CH:19][C:13]=1[S:12][S:12][C:13]1[CH:19]=[C:18]([O:20][CH3:21])[C:17]([Cl:22])=[CH:16][C:14]=1[NH2:15].[CH3:23][C:24]1([CH3:32])[NH:29][C:28](=[O:30])[CH2:27][C:26](=O)[CH2:25]1. (5) Given the product [Cl:1][C:2]1[C:10]([F:11])=[CH:9][CH:8]=[C:7]2[C:3]=1[C:4]([CH2:42][C:41]1[CH:45]=[CH:46][C:38]([O:37][CH2:35][CH3:36])=[CH:39][CH:40]=1)=[CH:5][N:6]2[C@@H:12]1[O:29][C@H:28]([CH2:30][OH:31])[C@@H:23]([OH:24])[C@H:18]([OH:19])[C@H:13]1[OH:14], predict the reactants needed to synthesize it. The reactants are: [Cl:1][C:2]1[C:10]([F:11])=[CH:9][CH:8]=[C:7]2[C:3]=1[CH:4]=[CH:5][N:6]2[C@@H:12]1[O:29][C@H:28]([CH2:30][O:31]C(=O)C)[C@@H:23]([O:24]C(=O)C)[C@H:18]([O:19]C(=O)C)[C@H:13]1[O:14]C(=O)C.[CH2:35]([O:37][C:38]1[CH:46]=[CH:45][C:41]([C:42](Cl)=O)=[CH:40][CH:39]=1)[CH3:36].